Dataset: Reaction yield outcomes from USPTO patents with 853,638 reactions. Task: Predict the reaction yield, written as a fraction of the theoretical maximum amount of product (1.0 means a 100% yield; for example, 0.34 means a 34% yield). (1) The reactants are [CH2:1]([O:3]C(C1C([N+]([O-])=O)=C(NC2C=CC=CC=2OC)N=C(Cl)N=1)=O)C.C(OC([N:32]1[CH2:36][CH2:35][C@H:34]([NH:37][C:38]2[N:43]=[C:42]([C:44](OCC)=[O:45])[C:41]([N+:49]([O-])=O)=[C:40]([NH:52][C:53]3[CH:58]=[CH:57][CH:56]=[CH:55][C:54]=3[O:59][CH3:60])[N:39]=2)[CH2:33]1)=O)(C)(C)C.C([N:68]1CCC(N)C1)(OC(C)(C)C)=O.C(N(C(C)C)CC)(C)C. The catalyst is CN(C)C=O. The product is [CH3:60][O:59][C:54]1[CH:55]=[CH:56][CH:57]=[CH:58][C:53]=1[N:52]1[C:1](=[O:3])[NH:49][C:41]2[C:40]1=[N:39][C:38]([NH:37][C@H:34]1[CH2:35][CH2:36][NH:32][CH2:33]1)=[N:43][C:42]=2[C:44]([NH2:68])=[O:45]. The yield is 0.990. (2) The product is [CH3:1][CH:2]([O:4][C:5]1[CH:6]=[C:7]([O:17][C:18]2[CH:23]=[CH:22][C:21]([S:24]([CH3:27])(=[O:26])=[O:25])=[CH:20][N:19]=2)[CH:8]=[C:9]2[C:13]=1[NH:12][C:11]([C:14]([NH2:29])=[O:15])=[CH:10]2)[CH3:3]. The reactants are [CH3:1][CH:2]([O:4][C:5]1[CH:6]=[C:7]([O:17][C:18]2[CH:23]=[CH:22][C:21]([S:24]([CH3:27])(=[O:26])=[O:25])=[CH:20][N:19]=2)[CH:8]=[C:9]2[C:13]=1[NH:12][C:11]([C:14](O)=[O:15])=[CH:10]2)[CH3:3].O[N:29]1C2C=CC=CC=2N=N1.Cl.C(N=C=NCCCN(C)C)C.[OH-].[NH4+]. The yield is 0.570. The catalyst is O.CN(C)C=O. (3) The reactants are Cl[C:2]1[N:7]=[CH:6][CH:5]=[CH:4][N:3]=1.[CH3:8][O:9][C:10]1[CH:17]=[C:16]([O:18][CH3:19])[CH:15]=[CH:14][C:11]=1[CH2:12][NH2:13].C(N(CC)CC)C. The catalyst is C(O)C.O. The product is [CH3:8][O:9][C:10]1[CH:17]=[C:16]([O:18][CH3:19])[CH:15]=[CH:14][C:11]=1[CH2:12][NH:13][C:2]1[N:7]=[CH:6][CH:5]=[CH:4][N:3]=1. The yield is 0.720. (4) The reactants are [CH:1]([C@H:14]1[CH2:20][C@@H:19]2[C@@H:17]([O:18]2)[CH2:16][O:15]1)([C:8]1[CH:13]=[CH:12][CH:11]=[CH:10][CH:9]=1)[C:2]1[CH:7]=[CH:6][CH:5]=[CH:4][CH:3]=1.[H-].[H-].[H-].[H-].[Li+].[Al+3].C1OCCOCCOCCOC1. The catalyst is CCCCC. The product is [CH:1]([C@@H:14]1[O:15][CH2:16][C@H:17]([OH:18])[CH2:19][CH2:20]1)([C:8]1[CH:13]=[CH:12][CH:11]=[CH:10][CH:9]=1)[C:2]1[CH:3]=[CH:4][CH:5]=[CH:6][CH:7]=1. The yield is 0.770. (5) The reactants are [F:1][C:2]1[CH:7]=[CH:6][C:5]([CH:8]2[N:12]([S:13]([C:16]3[CH:21]=[CH:20][C:19]([CH3:22])=[CH:18][CH:17]=3)(=[O:15])=[O:14])[CH:11]([CH2:23]O)[CH2:10][CH2:9]2)=[CH:4][CH:3]=1.S(Cl)([Cl:27])=O. No catalyst specified. The product is [Cl:27][CH2:23][CH:11]1[CH2:10][CH2:9][CH:8]([C:5]2[CH:6]=[CH:7][C:2]([F:1])=[CH:3][CH:4]=2)[N:12]1[S:13]([C:16]1[CH:21]=[CH:20][C:19]([CH3:22])=[CH:18][CH:17]=1)(=[O:15])=[O:14]. The yield is 0.850. (6) The reactants are [F:1][C:2]1[C:3]([F:12])=[CH:4][C:5]2[S:9][C:8]([NH2:10])=[N:7][C:6]=2[CH:11]=1.[F:13][C:14]1[CH:15]=[C:16]([CH:20]=[CH:21][C:22]=1[F:23])[C:17](Cl)=[O:18].Br[CH:25]([CH2:30][CH3:31])[C:26]([O:28]C)=[O:27].COC1C=CC2N=C(N)SC=2C=1.ClC1C=C(C=CC=1)C(Cl)=O.BrCC(OCC)=O. No catalyst specified. The product is [F:13][C:14]1[CH:15]=[C:16]([CH:20]=[CH:21][C:22]=1[F:23])[C:17]([N:10]=[C:8]1[N:7]([CH:25]([CH2:30][CH3:31])[C:26]([OH:28])=[O:27])[C:6]2[CH:11]=[C:2]([F:1])[C:3]([F:12])=[CH:4][C:5]=2[S:9]1)=[O:18]. The yield is 0.220. (7) The reactants are C([O:8][C:9]1[CH:14]=[CH:13][C:12]([C@H:15]2[CH2:20][CH2:19][NH:18][CH2:17][C@H:16]2[F:21])=[CH:11][CH:10]=1)C1C=CC=CC=1. The catalyst is CC(O)C.[Pd]. The product is [F:21][C@H:16]1[C@@H:15]([C:12]2[CH:13]=[CH:14][C:9]([OH:8])=[CH:10][CH:11]=2)[CH2:20][CH2:19][NH:18][CH2:17]1. The yield is 0.940. (8) The reactants are [NH2:1][C:2]1[C:7]([C:8]2[N:17]([C:18]3[CH:23]=[CH:22][C:21]([C:24]4([NH:28][C:29](=[O:35])[O:30][C:31]([CH3:34])([CH3:33])[CH3:32])[CH2:27][CH2:26][CH2:25]4)=[CH:20][CH:19]=3)[C:11]3=[N:12][C:13](Cl)=[CH:14][CH:15]=[C:10]3[N:9]=2)=[CH:6][CH:5]=[CH:4][N:3]=1.CC1(C)C(C)(C)OB([C:44]2[CH:45]=[C:46]([NH:50][CH2:51][CH2:52][OH:53])[CH:47]=[CH:48][CH:49]=2)O1.[OH-].[Na+]. The product is [NH2:1][C:2]1[C:7]([C:8]2[N:17]([C:18]3[CH:23]=[CH:22][C:21]([C:24]4([NH:28][C:29](=[O:35])[O:30][C:31]([CH3:34])([CH3:33])[CH3:32])[CH2:27][CH2:26][CH2:25]4)=[CH:20][CH:19]=3)[C:11]3=[N:12][C:13]([C:44]4[CH:49]=[CH:48][CH:47]=[C:46]([NH:50][CH2:51][CH2:52][OH:53])[CH:45]=4)=[CH:14][CH:15]=[C:10]3[N:9]=2)=[CH:6][CH:5]=[CH:4][N:3]=1. The yield is 0.865. The catalyst is CN(C=O)C.CCOC(C)=O.CC(P(C(C)(C)C)C1C=CC(N(C)C)=CC=1)(C)C.CC(P(C(C)(C)C)C1C=CC(N(C)C)=CC=1)(C)C.Cl[Pd]Cl. (9) The reactants are [OH:1][C:2]1[CH:3]=[CH:4][C:5]2[N:6]([CH:8]=[C:9]([NH:11][C:12]([CH:14]3[CH2:16][CH2:15]3)=[O:13])[N:10]=2)[CH:7]=1.F[C:18]1[CH:23]=[CH:22][C:21]([N+:24]([O-])=O)=[CH:20][C:19]=1[Cl:27].C(=O)([O-])[O-].[Cs+].[Cs+].[Cl-].[NH4+]. The catalyst is CS(C)=O.C(O)C.C(OCC)(=O)C.O1CCCC1.O. The product is [NH2:24][C:21]1[CH:22]=[CH:23][C:18]([O:1][C:2]2[CH:3]=[CH:4][C:5]3[N:6]([CH:8]=[C:9]([NH:11][C:12]([CH:14]4[CH2:15][CH2:16]4)=[O:13])[N:10]=3)[CH:7]=2)=[C:19]([Cl:27])[CH:20]=1. The yield is 0.560. (10) The reactants are COC1C=CC(C[O:8][C:9]2[C:18]3[C:13](=[C:14]([Cl:21])[C:15]([O:19][CH3:20])=[CH:16][CH:17]=3)[N:12]=[C:11]([C:22]3[S:23][CH:24]=[C:25]([CH3:27])[N:26]=3)[CH:10]=2)=CC=1. The catalyst is FC(F)(F)C(O)=O. The product is [Cl:21][C:14]1[C:15]([O:19][CH3:20])=[CH:16][CH:17]=[C:18]2[C:13]=1[N:12]=[C:11]([C:22]1[S:23][CH:24]=[C:25]([CH3:27])[N:26]=1)[CH:10]=[C:9]2[OH:8]. The yield is 1.00.